This data is from Full USPTO retrosynthesis dataset with 1.9M reactions from patents (1976-2016). The task is: Predict the reactants needed to synthesize the given product. (1) Given the product [CH2:1]([O:8][C:9]1[CH:13]=[C:12]([CH:14]=[O:15])[N:11]([CH2:18][CH:19]([CH3:21])[CH3:20])[N:10]=1)[C:2]1[CH:3]=[CH:4][CH:5]=[CH:6][CH:7]=1, predict the reactants needed to synthesize it. The reactants are: [CH2:1]([O:8][C:9]1[CH:13]=[C:12]([C:14](OC)=[O:15])[N:11]([CH2:18][CH:19]([CH3:21])[CH3:20])[N:10]=1)[C:2]1[CH:7]=[CH:6][CH:5]=[CH:4][CH:3]=1.[H-].[Al+3].[Li+].[H-].[H-].[H-].O.O.O.O.O.O.O.O.O.O.S([O-])([O-])(=O)=O.[Na+].[Na+]. (2) Given the product [CH2:10]([O:12][C:13]([N:15]1[CH2:16][CH2:17][N:18]([CH:21]([CH2:22][CH3:23])[C:9]#[C:8][C:4]2[CH:5]=[CH:6][CH:7]=[C:2]([Cl:1])[CH:3]=2)[CH2:19][CH2:20]1)=[O:14])[CH3:11], predict the reactants needed to synthesize it. The reactants are: [Cl:1][C:2]1[CH:3]=[C:4]([C:8]#[CH:9])[CH:5]=[CH:6][CH:7]=1.[CH2:10]([O:12][C:13]([N:15]1[CH2:20][CH2:19][NH:18][CH2:17][CH2:16]1)=[O:14])[CH3:11].[CH:21](=O)[CH2:22][CH3:23]. (3) Given the product [S:10]1(=[O:13])(=[O:11])[C:5]2[CH:6]=[CH:7][CH:8]=[CH:9][C:4]=2[CH:2]=[N:15][NH:14]1, predict the reactants needed to synthesize it. The reactants are: [Na].[CH:2]([C:4]1[CH:9]=[CH:8][CH:7]=[CH:6][C:5]=1[S:10]([OH:13])(=O)=[O:11])=O.[NH2:14][NH2:15].P(Cl)(Cl)(Cl)(Cl)Cl.P(Cl)(Cl)(Cl)=O. (4) Given the product [CH3:3][C:1]([CH3:4])([S@@:5]([NH:7][C@@H:8]([CH:21]([CH3:22])[CH3:23])[CH2:9][C@H:10]([C:12]1[S:13][CH:14]=[C:15]([C:17]([O:19][CH3:20])=[O:18])[N:16]=1)[OH:11])=[O:6])[CH3:2], predict the reactants needed to synthesize it. The reactants are: [C:1]([S@:5](/[N:7]=[C:8](/[CH:21]([CH3:23])[CH3:22])\[CH2:9][C@H:10]([C:12]1[S:13][CH:14]=[C:15]([C:17]([O:19][CH3:20])=[O:18])[N:16]=1)[OH:11])=[O:6])([CH3:4])([CH3:3])[CH3:2].[BH4-].[Na+]. (5) Given the product [F:59][CH:60]([F:69])[C:55]1[N:54]=[CH:53][C:48]([C@@H:49]([OH:70])[CH2:50][OH:57])=[CH:47][CH:56]=1, predict the reactants needed to synthesize it. The reactants are: CC[C@@H]1[C@@H]2C[C@H]([C@@H](OC3C4C(=CC=CC=4)C(O[C@@H]([C:47]4[CH:56]=[CH:55][N:54]=[C:53]5[C:48]=4[CH:49]=[C:50]([O:57]C)C=C5)[C@@H]4N5C[C@H](CC)[C@@H](CC5)C4)=NN=3)[C:47]3[CH:56]=[CH:55][N:54]=[C:53]4[C:48]=3[CH:49]=[C:50]([O:57]C)C=C4)N(CC2)C1.[F:59][CH:60]([F:69])C1C=CC(C=C)=CN=1.[O-:70]S([O-])=O.[Na+].[Na+]. (6) Given the product [NH2:16][C@@H:10]1[C@@H:11]([CH:13]([F:15])[F:14])[CH2:12][N:8]([C:6]([O:5][C:1]([CH3:4])([CH3:3])[CH3:2])=[O:7])[CH2:9]1, predict the reactants needed to synthesize it. The reactants are: [C:1]([O:5][C:6]([N:8]1[CH2:12][C@H:11]([CH:13]([F:15])[F:14])[C@@H:10]([NH:16]C(OCC2C=CC=CC=2)=O)[CH2:9]1)=[O:7])([CH3:4])([CH3:3])[CH3:2].C(OC(N1C[C@@H](C(F)F)[C@H](NC(OCC2C=CC=CC=2)=O)C1)=O)(C)(C)C. (7) Given the product [NH2:15][C@@H:14]1[CH2:13][C:12]([CH2:18][NH:19][C:20]([C:22]2[CH:31]=[CH:30][C:25]([C:26]([OH:28])=[O:27])=[CH:24][CH:23]=2)=[O:21])=[CH:11][CH2:10][C@H:9]1[C:3]1[CH:4]=[CH:5][C:6]([Cl:8])=[CH:7][C:2]=1[Cl:1], predict the reactants needed to synthesize it. The reactants are: [Cl:1][C:2]1[CH:7]=[C:6]([Cl:8])[CH:5]=[CH:4][C:3]=1[C@H:9]1[C@H:14]([N+:15]([O-])=O)[CH2:13][C:12]([CH2:18][NH:19][C:20]([C:22]2[CH:31]=[CH:30][C:25]([C:26]([O:28]C)=[O:27])=[CH:24][CH:23]=2)=[O:21])=[CH:11][CH2:10]1. (8) Given the product [F:13][C:10]1[C:9]2[NH:8][N:7]=[CH:6][C:5]=2[C:4]([CH:21]=[O:22])=[CH:12][CH:11]=1, predict the reactants needed to synthesize it. The reactants are: [H-].[Na+].Br[C:4]1[CH:12]=[CH:11][C:10]([F:13])=[C:9]2[C:5]=1[CH:6]=[N:7][NH:8]2.C([Li])(C)(C)C.CN(C)[CH:21]=[O:22].